Task: Predict the reactants needed to synthesize the given product.. Dataset: Full USPTO retrosynthesis dataset with 1.9M reactions from patents (1976-2016) Given the product [CH2:1]([O:8][C:9]1[CH:14]=[CH:13][C:12]([CH2:15][CH2:16][Cl:17])=[C:11]([NH:18][C:32]([C:30]2[O:31][C:27]3[CH:26]=[CH:25][C:24]([N+:21]([O-:23])=[O:22])=[CH:35][C:28]=3[CH:29]=2)=[O:33])[CH:10]=1)[C:2]1[CH:3]=[CH:4][CH:5]=[CH:6][CH:7]=1, predict the reactants needed to synthesize it. The reactants are: [CH2:1]([O:8][C:9]1[CH:14]=[CH:13][C:12]([CH2:15][CH2:16][Cl:17])=[C:11]([N+:18]([O-])=O)[CH:10]=1)[C:2]1[CH:7]=[CH:6][CH:5]=[CH:4][CH:3]=1.[N+:21]([C:24]1[CH:25]=[CH:26][C:27]2[O:31][C:30]([C:32](O)=[O:33])=[CH:29][C:28]=2[CH:35]=1)([O-:23])=[O:22].C1CN([P+](ON2N=NC3C=CC=CC2=3)(N2CCCC2)N2CCCC2)CC1.F[P-](F)(F)(F)(F)F.C(N(CC)C(C)C)(C)C.